This data is from Forward reaction prediction with 1.9M reactions from USPTO patents (1976-2016). The task is: Predict the product of the given reaction. (1) Given the reactants [CH3:1][N:2]1[C:6]2=[N:7][CH:8]=[CH:9][C:10]([C:11]3[CH:16]=[CH:15][C:14]([C:17]([N:19]4[CH2:25][CH:24]5[O:26][CH:21]([CH2:22][CH2:23]5)[CH2:20]4)=[O:18])=[CH:13][CH:12]=3)=[C:5]2[C:4]([CH:27]=O)=[CH:3]1.[OH:29][C:30]1[C:35]2[C:36](=[O:39])[CH2:37][O:38][C:34]=2[CH:33]=[CH:32][CH:31]=1.Cl, predict the reaction product. The product is: [OH:29][C:30]1[C:35]2[C:36](=[O:39])/[C:37](=[CH:27]/[C:4]3[C:5]4[C:6](=[N:7][CH:8]=[CH:9][C:10]=4[C:11]4[CH:16]=[CH:15][C:14]([C:17]([N:19]5[CH2:20][CH:21]6[O:26][CH:24]([CH2:23][CH2:22]6)[CH2:25]5)=[O:18])=[CH:13][CH:12]=4)[N:2]([CH3:1])[CH:3]=3)/[O:38][C:34]=2[CH:33]=[CH:32][CH:31]=1. (2) Given the reactants [Cl:1][C:2]1[CH:3]=[C:4](/[CH:9]=[CH:10]/[C:11]([N:13]2[CH2:19][CH2:18][C:17](=[O:20])[N:16]([CH2:21][CH2:22][CH:23]3[CH2:25][O:24]3)[CH2:15][CH2:14]2)=[O:12])[CH:5]=[CH:6][C:7]=1[Cl:8].[NH:26]1[CH2:31][CH2:30][CH2:29][CH2:28][CH2:27]1, predict the reaction product. The product is: [Cl:1][C:2]1[CH:3]=[C:4](/[CH:9]=[CH:10]/[C:11]([N:13]2[CH2:19][CH2:18][C:17](=[O:20])[N:16]([CH2:21][CH2:22][CH:23]([OH:24])[CH2:25][N:26]3[CH2:31][CH2:30][CH2:29][CH2:28][CH2:27]3)[CH2:15][CH2:14]2)=[O:12])[CH:5]=[CH:6][C:7]=1[Cl:8]. (3) The product is: [CH:10]1([NH:6][C:5]2[CH:7]=[CH:8][C:2]([F:1])=[CH:3][C:4]=2[I:9])[CH2:14][CH2:13][CH2:12][CH2:11]1. Given the reactants [F:1][C:2]1[CH:8]=[CH:7][C:5]([NH2:6])=[C:4]([I:9])[CH:3]=1.[C:10]1(=O)[CH2:14][CH2:13][CH2:12][CH2:11]1, predict the reaction product. (4) Given the reactants [F:1][C:2]1[C:10]2[C:5](=[CH:6][CH:7]=[C:8]([C:11]3[CH:12]=[C:13]([NH:17][C@H:18]([C:26]4[CH:31]=[CH:30][CH:29]=[CH:28][CH:27]=4)[CH2:19][NH:20][C:21](=O)[CH2:22][O:23][CH3:24])[CH:14]=[N:15][CH:16]=3)[CH:9]=2)[NH:4][N:3]=1, predict the reaction product. The product is: [F:1][C:2]1[C:10]2[C:5](=[CH:6][CH:7]=[C:8]([C:11]3[CH:12]=[C:13]([NH:17][C@H:18]([C:26]4[CH:31]=[CH:30][CH:29]=[CH:28][CH:27]=4)[CH2:19][NH:20][CH2:21][CH2:22][O:23][CH3:24])[CH:14]=[N:15][CH:16]=3)[CH:9]=2)[NH:4][N:3]=1. (5) Given the reactants N[C:2]1[C:3]([Cl:12])=[C:4]([CH:9]=[CH:10][CH:11]=1)[C:5]([O:7][CH3:8])=[O:6].N([O-])=O.[Na+].[BrH:17], predict the reaction product. The product is: [Br:17][C:2]1[C:3]([Cl:12])=[C:4]([CH:9]=[CH:10][CH:11]=1)[C:5]([O:7][CH3:8])=[O:6]. (6) Given the reactants [C:1]1([C:7]2O[C:10]([C:12]([NH:14][C:15]3[CH:16]=[C:17]([CH2:21][C:22]([OH:24])=O)[CH:18]=[CH:19][CH:20]=3)=[O:13])=[CH:9][CH:8]=2)[CH:6]=[CH:5][CH:4]=CC=1.[CH3:25]C(C)=O.[C:29](=[O:31])=O.[H-].[H-].[H-].[H-].[Li+].[Al+3], predict the reaction product. The product is: [OH:24][CH2:22][CH2:21][C:17]1[CH:16]=[C:15]([NH:14][C:12]([C:10]2[O:31][CH:29]=[CH:25][C:9]=2[C:8]2[CH:4]=[CH:5][CH:6]=[CH:1][CH:7]=2)=[O:13])[CH:20]=[CH:19][CH:18]=1. (7) Given the reactants [F:1][C:2]1[CH:21]=[C:20]([S:22]([CH3:25])(=[O:24])=[O:23])[CH:19]=[CH:18][C:3]=1[O:4][CH2:5][CH2:6][C@@H:7]1[CH2:9][C@@H:8]1[CH:10]1[CH2:15][CH2:14][N:13]([C:16]#[N:17])[CH2:12][CH2:11]1.[OH:26][NH:27][C:28](=N)[CH2:29][O:30][CH3:31], predict the reaction product. The product is: [F:1][C:2]1[CH:21]=[C:20]([S:22]([CH3:25])(=[O:23])=[O:24])[CH:19]=[CH:18][C:3]=1[O:4][CH2:5][CH2:6][C@H:7]1[CH2:9][C@H:8]1[CH:10]1[CH2:11][CH2:12][N:13]([C:16]2[O:26][N:27]=[C:28]([CH2:29][O:30][CH3:31])[N:17]=2)[CH2:14][CH2:15]1. (8) Given the reactants [C:1]12([C:11]3[CH:12]=[C:13]([C:19]4[CH:20]=[C:21]5[C:26](=[CH:27][CH:28]=4)[CH:25]=[C:24]([CH:29]4[S:33][C:32](=[O:34])[NH:31][C:30]4=[O:35])[CH:23]=[CH:22]5)[CH:14]=[CH:15][C:16]=3[O:17]C)[CH2:10][CH:5]3[CH2:6][CH:7]([CH2:9][CH:3]([CH2:4]3)[CH2:2]1)[CH2:8]2, predict the reaction product. The product is: [C:1]12([C:11]3[CH:12]=[C:13]([C:19]4[CH:20]=[C:21]5[C:26](=[CH:27][CH:28]=4)[CH:25]=[C:24]([CH:29]4[S:33][C:32](=[O:34])[NH:31][C:30]4=[O:35])[CH:23]=[CH:22]5)[CH:14]=[CH:15][C:16]=3[OH:17])[CH2:10][CH:5]3[CH2:4][CH:3]([CH2:9][CH:7]([CH2:6]3)[CH2:8]1)[CH2:2]2. (9) Given the reactants Br[C:2]1[S:6][C:5]([C:7]([O-:9])=[O:8])=[C:4]([N:10]([C@H:20]2[CH2:25][CH2:24][C@H:23]([OH:26])[CH2:22][CH2:21]2)[C:11]([C@H:13]2[CH2:18][CH2:17][C@H:16]([CH3:19])[CH2:15][CH2:14]2)=[O:12])[CH:3]=1.[Li+].[O:28]1[C:32]2([CH2:37][CH2:36][C:35](B(O)O)=[CH:34][CH2:33]2)[O:31][CH2:30][CH2:29]1.C([O-])([O-])=O.[Na+].[Na+], predict the reaction product. The product is: [O:28]1[C:32]2([CH2:37][CH2:36][C:35]([C:2]3[S:6][C:5]([C:7]([OH:9])=[O:8])=[C:4]([N:10]([C@H:20]4[CH2:21][CH2:22][C@H:23]([OH:26])[CH2:24][CH2:25]4)[C:11]([C@H:13]4[CH2:18][CH2:17][C@H:16]([CH3:19])[CH2:15][CH2:14]4)=[O:12])[CH:3]=3)=[CH:34][CH2:33]2)[O:31][CH2:30][CH2:29]1. (10) Given the reactants [O:1]=[C:2]1[CH2:11][CH2:10][C:9]2[C:4](=[CH:5][CH:6]=[C:7](B(O)O)[CH:8]=2)[NH:3]1.COC1C=CC=C(OC)C=1C1C=CC=CC=1P(C1CCCCC1)C1CCCCC1.Cl[C:45]1[CH:46]=[CH:47][C:48]([C:54]([F:57])([F:56])[F:55])=[C:49]([CH2:51][C:52]#[N:53])[CH:50]=1.P([O-])([O-])([O-])=O.[K+].[K+].[K+], predict the reaction product. The product is: [O:1]=[C:2]1[CH2:11][CH2:10][C:9]2[C:4](=[CH:5][CH:6]=[C:7]([C:45]3[CH:46]=[CH:47][C:48]([C:54]([F:55])([F:56])[F:57])=[C:49]([CH2:51][C:52]#[N:53])[CH:50]=3)[CH:8]=2)[NH:3]1.